Predict the product of the given reaction. From a dataset of Forward reaction prediction with 1.9M reactions from USPTO patents (1976-2016). (1) Given the reactants CC(C1C=CC(CCO[C:14]2[N:23]=[CH:22][N:21]=C3C=2C=CC=C3)=CC=1)(C)C.CC1C(/C=N\OC[C:34]2[CH:39]=[CH:38][C:37]([C:40](OC(C)(C)C)=O)=[CH:36][CH:35]=2)=C(OC2C=CC=CC=2)N(C)N=1.CCC1N=CN=C(NCCO[C:67]2[CH:72]=[CH:71][C:70]([CH2:73]COCC)=[C:69](C)[C:68]=2[CH3:79])C=1Cl.CCC1C(Cl)=[C:85](C(NCC2C=CC(C(C)(C)C)=CC=2)=O)[N:86](C)N=1.[CH3:104]CC1C(Cl)=C(C(NCC2C=CC(OC3C=CC(C)=CC=3)=CC=2)=O)N(C)N=1, predict the reaction product. The product is: [CH3:73][C:70]1[CH:71]=[CH:72][C:67](/[N:21]=[CH:22]/[N:23]([CH3:14])/[CH:85]=[N:86]/[C:34]2[CH:35]=[CH:36][C:37]([CH3:40])=[CH:38][C:39]=2[CH3:104])=[C:68]([CH3:79])[CH:69]=1. (2) Given the reactants O[CH2:2][CH2:3][CH2:4][C:5]1[N:6]=[C:7]([C:26]2[CH:31]=[CH:30][C:29]([C:32]([F:35])([F:34])[F:33])=[CH:28][CH:27]=2)[S:8][C:9]=1[CH2:10][O:11][C:12]1[CH:17]=[CH:16][C:15]([C:18]2[NH:22][C:21](=[O:23])[O:20][N:19]=2)=[C:14]([O:24][CH3:25])[CH:13]=1.[CH2:36]([N:38](CC)[CH2:39][CH3:40])[CH3:37].C[S:44](Cl)(=O)=O, predict the reaction product. The product is: [CH3:25][O:24][C:14]1[CH:13]=[C:12]([O:11][CH2:10][C:9]2[S:8][C:7]([C:26]3[CH:31]=[CH:30][C:29]([C:32]([F:35])([F:34])[F:33])=[CH:28][CH:27]=3)=[N:6][C:5]=2[CH2:4][CH2:3][CH2:2][N:38]2[CH2:39][CH2:40][S:44][CH2:37][CH2:36]2)[CH:17]=[CH:16][C:15]=1[C:18]1[NH:22][C:21](=[O:23])[O:20][N:19]=1. (3) Given the reactants [OH:1][C:2]1[C:12]2[CH2:11][CH2:10][N:9]([C:13]([O:15][C:16]([CH3:19])([CH3:18])[CH3:17])=[O:14])[CH2:8][CH2:7][C:6]=2[CH:5]=[CH:4][C:3]=1[N+:20]([O-])=O, predict the reaction product. The product is: [NH2:20][C:3]1[CH:4]=[CH:5][C:6]2[CH2:7][CH2:8][N:9]([C:13]([O:15][C:16]([CH3:19])([CH3:17])[CH3:18])=[O:14])[CH2:10][CH2:11][C:12]=2[C:2]=1[OH:1]. (4) Given the reactants [F:1][C:2]([F:11])([F:10])[C:3]1[CH:9]=[CH:8][CH:7]=[CH:6][C:4]=1[NH2:5].[Br:12][C:13]1[CH:14]=[CH:15][C:16]2[N:17]([CH:19]=[C:20]([C:22](OCC)=[O:23])[N:21]=2)[CH:18]=1, predict the reaction product. The product is: [Br:12][C:13]1[CH:14]=[CH:15][C:16]2[N:17]([CH:19]=[C:20]([C:22]([NH:5][C:4]3[CH:6]=[CH:7][CH:8]=[CH:9][C:3]=3[C:2]([F:10])([F:11])[F:1])=[O:23])[N:21]=2)[CH:18]=1.